From a dataset of Reaction yield outcomes from USPTO patents with 853,638 reactions. Predict the reaction yield, written as a fraction of the theoretical maximum amount of product (1.0 means a 100% yield; for example, 0.34 means a 34% yield). (1) The reactants are [OH:1][C:2]1[CH:3]=[C:4]([S:8][C:9]([CH3:15])([CH3:14])[C:10]([O:12][CH3:13])=[O:11])[CH:5]=[CH:6][CH:7]=1.[CH:16]1[C:28]2[N:27]([CH2:29][CH2:30]O)[C:26]3[C:21](=[CH:22][CH:23]=[CH:24][CH:25]=3)[C:20]=2[CH:19]=[CH:18][CH:17]=1.CC(OC(/N=N/C(OC(C)C)=O)=O)C.C1(P(C2C=CC=CC=2)C2C=CC=CC=2)C=CC=CC=1. The catalyst is C1COCC1. The product is [CH:25]1[C:26]2[N:27]([CH2:29][CH2:30][O:1][C:2]3[CH:3]=[C:4]([S:8][C:9]([CH3:15])([CH3:14])[C:10]([O:12][CH3:13])=[O:11])[CH:5]=[CH:6][CH:7]=3)[C:28]3[C:20](=[CH:19][CH:18]=[CH:17][CH:16]=3)[C:21]=2[CH:22]=[CH:23][CH:24]=1. The yield is 0.450. (2) The product is [CH3:14][C:13]1[S:15][CH:8]=[C:7]([C:6]2[CH:11]=[CH:12][C:3]([C:1]#[N:2])=[CH:4][CH:5]=2)[N:16]=1. The yield is 0.930. The reactants are [C:1]([C:3]1[CH:12]=[CH:11][C:6]([C:7](=O)[CH2:8]Br)=[CH:5][CH:4]=1)#[N:2].[C:13]([NH2:16])(=[S:15])[CH3:14].C(=O)(O)[O-].[Na+]. The catalyst is C(O)C.CCOCC.CCCCCC. (3) The reactants are [F:1][C:2]1[CH:7]=[C:6]([C:8]([F:11])([F:10])[F:9])[CH:5]=[CH:4][C:3]=1[C:12]1[C:13]2[CH2:20][CH2:19][CH:18]([CH2:21][C:22]([N:24]([CH3:26])[CH3:25])=[O:23])[C:14]=2[CH:15]=[N:16][CH:17]=1.[CH3:27]NCC. No catalyst specified. The product is [CH2:26]([N:24]([CH3:25])[C:22](=[O:23])[CH2:21][CH:18]1[C:14]2[CH:15]=[N:16][CH:17]=[C:12]([C:3]3[CH:4]=[CH:5][C:6]([C:8]([F:11])([F:9])[F:10])=[CH:7][C:2]=3[F:1])[C:13]=2[CH2:20][CH2:19]1)[CH3:27]. The yield is 0.0900. (4) The reactants are [NH:1]1[C:5]2[CH:6]=[CH:7][CH:8]=[CH:9][C:4]=2[N:3]=[N:2]1.I[CH2:11][CH:12]([CH3:14])[CH3:13].C(=O)([O-])[O-].[K+].[K+]. The catalyst is CN(C)C=O. The product is [CH2:11]([N:2]1[N:3]=[C:4]2[CH:9]=[CH:8][CH:7]=[CH:6][C:5]2=[N:1]1)[CH:12]([CH3:14])[CH3:13]. The yield is 0.500. (5) The reactants are [Cl:1][C:2]1[CH:3]=[CH:4][C:5]2[O:14][CH2:13][CH2:12][C:11]3[CH:10]=[C:9]([C:15]([NH2:17])=O)[S:8][C:7]=3[C:6]=2[N:18]=1.[CH3:19]C(N(C)C)=O.CN(C=O)C.[F:30][C:31]1[CH:36]=[C:35]([F:37])[CH:34]=[CH:33][C:32]=1[NH:38][NH2:39]. The catalyst is C1(C)C=CC=CC=1.C(O)(=O)C. The product is [Cl:1][C:2]1[CH:3]=[CH:4][C:5]2[O:14][CH2:13][CH2:12][C:11]3[CH:10]=[C:9]([C:15]4[N:38]([C:32]5[CH:33]=[CH:34][C:35]([F:37])=[CH:36][C:31]=5[F:30])[N:39]=[CH:19][N:17]=4)[S:8][C:7]=3[C:6]=2[N:18]=1. The yield is 0.670. (6) The reactants are CS(O[CH2:6][C@@H:7]1[O:11][C:10](=[O:12])[N:9]([C:13]2[CH:18]=[CH:17][C:16]([N:19]3[CH:23]=[C:22]([C:24]([CH3:32])([CH3:31])[O:25][SiH2:26][C:27]([CH3:30])([CH3:29])[CH3:28])[CH:21]=[N:20]3)=[C:15]([F:33])[CH:14]=2)[CH2:8]1)(=O)=O.[N-:34]=[N+:35]=[N-:36].[Na+]. The catalyst is CN(C)C=O. The product is [N:34]([CH2:6][C@@H:7]1[O:11][C:10](=[O:12])[N:9]([C:13]2[CH:18]=[CH:17][C:16]([N:19]3[CH:23]=[C:22]([C:24]([CH3:32])([CH3:31])[O:25][SiH2:26][C:27]([CH3:28])([CH3:30])[CH3:29])[CH:21]=[N:20]3)=[C:15]([F:33])[CH:14]=2)[CH2:8]1)=[N+:35]=[N-:36]. The yield is 0.725.